This data is from Forward reaction prediction with 1.9M reactions from USPTO patents (1976-2016). The task is: Predict the product of the given reaction. (1) Given the reactants [Cl:1][C:2]1[CH:3]=[C:4]([C:12]2[O:16][N:15]=[C:14]([C:17]3[C:18]([F:33])=[CH:19][CH:20]=[C:21]4[C:25]=3[NH:24][CH:23]=[C:22]4[CH2:26][CH2:27][C:28]([O:30]CC)=[O:29])[N:13]=2)[CH:5]=[N:6][C:7]=1[O:8][CH:9]([CH3:11])[CH3:10].[OH-].[Na+], predict the reaction product. The product is: [Cl:1][C:2]1[CH:3]=[C:4]([C:12]2[O:16][N:15]=[C:14]([C:17]3[C:18]([F:33])=[CH:19][CH:20]=[C:21]4[C:25]=3[NH:24][CH:23]=[C:22]4[CH2:26][CH2:27][C:28]([OH:30])=[O:29])[N:13]=2)[CH:5]=[N:6][C:7]=1[O:8][CH:9]([CH3:11])[CH3:10]. (2) Given the reactants [CH2:1]([N:8]1[C:12]([C:13]2[C:17]([CH3:18])=[N:16][N:15]([C:19]3[CH:24]=[CH:23][CH:22]=[CH:21][CH:20]=3)[C:14]=2[OH:25])=[CH:11][C:10]([CH3:26])=[N:9]1)[C:2]1[CH:7]=[CH:6][CH:5]=[CH:4][CH:3]=1.[C:27](=O)([O-])[O-].[Cs+].[Cs+].IC, predict the reaction product. The product is: [CH2:1]([N:8]1[C:12]([C:13]2[C:14](=[O:25])[N:15]([C:19]3[CH:20]=[CH:21][CH:22]=[CH:23][CH:24]=3)[N:16]([CH3:27])[C:17]=2[CH3:18])=[CH:11][C:10]([CH3:26])=[N:9]1)[C:2]1[CH:7]=[CH:6][CH:5]=[CH:4][CH:3]=1. (3) Given the reactants CC(OI1(OC(C)=O)(OC(C)=O)OC(=O)C2C=CC=CC1=2)=O.[C:23]([O:27][C:28](=[O:44])[NH:29][CH:30]([CH:33]([C:35]1[O:36][C:37]2[CH:43]=[CH:42][CH:41]=[CH:40][C:38]=2[N:39]=1)[OH:34])[CH2:31][CH3:32])([CH3:26])([CH3:25])[CH3:24], predict the reaction product. The product is: [C:23]([O:27][C:28](=[O:44])[NH:29][CH:30]([C:33]([C:35]1[O:36][C:37]2[CH:43]=[CH:42][CH:41]=[CH:40][C:38]=2[N:39]=1)=[O:34])[CH2:31][CH3:32])([CH3:24])([CH3:25])[CH3:26].